This data is from Peptide-MHC class II binding affinity with 134,281 pairs from IEDB. The task is: Regression. Given a peptide amino acid sequence and an MHC pseudo amino acid sequence, predict their binding affinity value. This is MHC class II binding data. (1) The peptide sequence is AAGVPPADKYRTFVA. The MHC is HLA-DQA10102-DQB10602 with pseudo-sequence HLA-DQA10102-DQB10602. The binding affinity (normalized) is 0.132. (2) The peptide sequence is VSDPSKLNNQFGSMP. The MHC is DRB3_0101 with pseudo-sequence DRB3_0101. The binding affinity (normalized) is 0. (3) The peptide sequence is EKKYFAATQIEPLAA. The MHC is DRB1_0101 with pseudo-sequence DRB1_0101. The binding affinity (normalized) is 0.701. (4) The peptide sequence is KYDAYVATLSEALRI. The MHC is DRB1_1001 with pseudo-sequence DRB1_1001. The binding affinity (normalized) is 0.985. (5) The peptide sequence is FSLSAAVKAGASLID. The MHC is DRB1_1101 with pseudo-sequence DRB1_1101. The binding affinity (normalized) is 0.844.